From a dataset of TCR-epitope binding with 47,182 pairs between 192 epitopes and 23,139 TCRs. Binary Classification. Given a T-cell receptor sequence (or CDR3 region) and an epitope sequence, predict whether binding occurs between them. Result: 1 (the TCR binds to the epitope). The epitope is KLNVGDYFV. The TCR CDR3 sequence is CASSQEGGDTQYF.